From a dataset of Full USPTO retrosynthesis dataset with 1.9M reactions from patents (1976-2016). Predict the reactants needed to synthesize the given product. (1) Given the product [O:24]1[C:25]2[CH:31]=[CH:30][CH:29]=[CH:28][C:26]=2[N:27]=[C:23]1[C:21]([C@@H:20]([NH:19][C:5](=[O:7])[C@@H:4]([CH2:8][C:9]([N:11]1[CH2:16][CH2:15][O:14][CH2:13][CH2:12]1)=[O:10])[CH2:3][C:2]([CH3:1])([CH3:18])[CH3:17])[CH2:32][CH2:33][CH3:34])=[O:22], predict the reactants needed to synthesize it. The reactants are: [CH3:1][C:2]([CH3:18])([CH3:17])[CH2:3][C@H:4]([CH2:8][C:9]([N:11]1[CH2:16][CH2:15][O:14][CH2:13][CH2:12]1)=[O:10])[C:5]([OH:7])=O.[NH2:19][CH:20]([CH2:32][CH2:33][CH3:34])[C@@H:21]([C:23]1[O:24][C:25]2[CH:31]=[CH:30][CH:29]=[CH:28][C:26]=2[N:27]=1)[OH:22]. (2) Given the product [CH2:27]([N:34]1[C:2]([C:1]([O:5][CH3:6])=[O:4])=[C:3]([Sn:14]([CH2:15][CH2:16][CH2:17][CH3:18])([CH2:19][CH2:20][CH2:21][CH3:22])[CH2:23][CH2:24][CH2:25][CH3:26])[N:36]=[N:35]1)[C:28]1[CH:33]=[CH:32][CH:31]=[CH:30][CH:29]=1, predict the reactants needed to synthesize it. The reactants are: [C:1]([O:5][CH3:6])(=[O:4])[C:2]#[CH:3].C(N([Sn:14]([CH2:23][CH2:24][CH2:25][CH3:26])([CH2:19][CH2:20][CH2:21][CH3:22])[CH2:15][CH2:16][CH2:17][CH3:18])C(=O)OC)C.[CH2:27]([N:34]=[N+:35]=[N-:36])[C:28]1[CH:33]=[CH:32][CH:31]=[CH:30][CH:29]=1.